Predict the reaction yield, written as a fraction of the theoretical maximum amount of product (1.0 means a 100% yield; for example, 0.34 means a 34% yield). From a dataset of Reaction yield outcomes from USPTO patents with 853,638 reactions. (1) The reactants are [OH:1][C:2]1[N:6]([CH:7]([CH3:9])[CH3:8])[N:5]=[C:4]([C:10]([F:13])([F:12])[F:11])[C:3]=1[CH3:14].[OH-].[K+].Cl[CH:18]([F:20])[F:19].O. The catalyst is CC(O)C. The product is [F:19][CH:18]([F:20])[O:1][C:2]1[N:6]([CH:7]([CH3:8])[CH3:9])[N:5]=[C:4]([C:10]([F:13])([F:12])[F:11])[C:3]=1[CH3:14]. The yield is 0.750. (2) The reactants are [C:1]1([C:7]2[CH:8]=[N:9][C:10]([N:13]3[CH2:18][CH2:17][CH:16]([C:19]4[C:28]([CH:29]([F:40])[C:30]5[CH:35]=[CH:34][C:33]([C:36]([F:39])([F:38])[F:37])=[CH:32][CH:31]=5)=[C:27]([CH:41]5[CH2:46][CH2:45][C:44]([F:48])([F:47])[CH2:43][CH2:42]5)[C:26]5[CH:25]([O:49]CC6C=CC(OC)=CC=6)[CH2:24][C:23]([CH3:60])([CH3:59])[CH2:22][C:21]=5[N:20]=4)[CH2:15][CH2:14]3)=[N:11][CH:12]=2)[CH2:6][CH2:5][CH2:4][CH2:3][CH:2]=1.Cl.C(=O)([O-])O.[Na+]. The catalyst is O1CCOCC1. The product is [C:1]1([C:7]2[CH:12]=[N:11][C:10]([N:13]3[CH2:18][CH2:17][CH:16]([C:19]4[C:28]([CH:29]([F:40])[C:30]5[CH:35]=[CH:34][C:33]([C:36]([F:37])([F:38])[F:39])=[CH:32][CH:31]=5)=[C:27]([CH:41]5[CH2:46][CH2:45][C:44]([F:47])([F:48])[CH2:43][CH2:42]5)[C:26]5[CH:25]([OH:49])[CH2:24][C:23]([CH3:60])([CH3:59])[CH2:22][C:21]=5[N:20]=4)[CH2:15][CH2:14]3)=[N:9][CH:8]=2)[CH2:6][CH2:5][CH2:4][CH2:3][CH:2]=1. The yield is 0.670. (3) The reactants are [CH2:1]([NH:8][C:9]([C:11]1[S:15][C:14]([N:16]2[CH:20]([OH:21])[CH2:19][N:18]([C:22]3[CH:27]=[CH:26][C:25]([F:28])=[CH:24][CH:23]=3)[C:17]2=[O:29])=[N:13][C:12]=1[CH3:30])=[O:10])[C:2]1[CH:7]=[CH:6][CH:5]=[CH:4][CH:3]=1.C[N+]1([O-])CCOCC1. The catalyst is C(Cl)(Cl)Cl.[Ru]([O-])(=O)(=O)=O.C([N+](CCC)(CCC)CCC)CC. The product is [CH2:1]([NH:8][C:9]([C:11]1[S:15][C:14]([N:16]2[C:20](=[O:21])[CH2:19][N:18]([C:22]3[CH:23]=[CH:24][C:25]([F:28])=[CH:26][CH:27]=3)[C:17]2=[O:29])=[N:13][C:12]=1[CH3:30])=[O:10])[C:2]1[CH:7]=[CH:6][CH:5]=[CH:4][CH:3]=1. The yield is 0.180. (4) The reactants are C([O:3][C:4]([C:6]1[C:10]([Br:11])=[CH:9][S:8][C:7]=1[CH:12]=O)=O)C.[NH2:14][NH2:15].O. The catalyst is CCO. The product is [Br:11][C:10]1[C:6]2[C:4](=[O:3])[NH:15][N:14]=[CH:12][C:7]=2[S:8][CH:9]=1. The yield is 0.230. (5) The reactants are [CH3:1][N:2]1[CH:6]([C:7]([O:9][C:10]([CH3:13])([CH3:12])[CH3:11])=[O:8])[CH2:5][NH:4][C:3]1=[O:14].Br[C:16]1[CH:17]=[CH:18][C:19]([F:22])=[N:20][CH:21]=1.CN(C)[C@@H]1CCCC[C@H]1N.P([O-])([O-])([O-])=O.[K+].[K+].[K+]. The catalyst is O1CCOCC1.[Cu]I. The product is [F:22][C:19]1[N:20]=[CH:21][C:16]([N:4]2[CH2:5][CH:6]([C:7]([O:9][C:10]([CH3:11])([CH3:13])[CH3:12])=[O:8])[N:2]([CH3:1])[C:3]2=[O:14])=[CH:17][CH:18]=1. The yield is 0.687. (6) The reactants are [OH:1][CH2:2][CH:3]1[CH:8]([CH3:9])[CH2:7][CH2:6][N:5]([C:10]([O:12][C:13]([CH3:16])([CH3:15])[CH3:14])=[O:11])[CH2:4]1.CC(OI1(OC(C)=O)(OC(C)=O)OC(=O)C2C=CC=CC1=2)=O. The catalyst is C(Cl)Cl. The product is [CH:2]([CH:3]1[CH:8]([CH3:9])[CH2:7][CH2:6][N:5]([C:10]([O:12][C:13]([CH3:14])([CH3:16])[CH3:15])=[O:11])[CH2:4]1)=[O:1]. The yield is 0.580. (7) The reactants are [CH3:1][N:2]([CH2:4][CH:5]1[CH2:8][N:7]([C:9]([NH:11][C:12]2[CH:13]=[C:14]([C:21]3[CH:26]=[CH:25][C:24]([F:27])=[CH:23][CH:22]=3)[CH:15]=[CH:16][C:17]=2[N+:18]([O-])=O)=[O:10])[CH2:6]1)[CH3:3]. The yield is 0.0300. The product is [NH2:18][C:17]1[CH:16]=[CH:15][C:14]([C:21]2[CH:22]=[CH:23][C:24]([F:27])=[CH:25][CH:26]=2)=[CH:13][C:12]=1[NH:11][C:9]([N:7]1[CH2:6][CH:5]([CH2:4][N:2]([CH3:3])[CH3:1])[CH2:8]1)=[O:10]. The catalyst is CO.[Pd].